Dataset: Forward reaction prediction with 1.9M reactions from USPTO patents (1976-2016). Task: Predict the product of the given reaction. (1) The product is: [CH2:2]([O:1][CH:8]=[CH:9][CH:10]=[CH:11][CH2:8][CH2:9][CH2:10][CH3:11])[CH:3]([CH2:5][OH:6])[OH:4]. Given the reactants [OH:1][CH2:2][CH:3]([CH2:5][OH:6])[OH:4].O.[CH2:8]=[CH:9][CH:10]=[CH2:11], predict the reaction product. (2) The product is: [C:7]([O:11][C:12]([N:14]1[C:23]2[C:18](=[CH:19][CH:20]=[CH:21][CH:22]=2)[C:17](=[CH2:1])[CH2:16][CH2:15]1)=[O:13])([CH3:10])([CH3:9])[CH3:8]. Given the reactants [CH3:1]C(C)([O-])C.[K+].[C:7]([O:11][C:12]([N:14]1[C:23]2[C:18](=[CH:19][CH:20]=[CH:21][CH:22]=2)[C:17](=O)[CH2:16][CH2:15]1)=[O:13])([CH3:10])([CH3:9])[CH3:8], predict the reaction product. (3) Given the reactants C(OC([N:8]1[CH2:12][C@@H:11]([CH2:13][N:14]([CH:31]([CH3:33])[CH3:32])[C:15](=[O:30])[C:16]2[CH:21]=[CH:20][C:19]([O:22][CH3:23])=[C:18]([O:24][CH2:25][CH2:26][CH2:27][O:28][CH3:29])[CH:17]=2)[C@H:10]([NH2:34])[CH2:9]1)=O)(C)(C)C.[C:35]([C:38]1[CH:43]=[CH:42][CH:41]=[CH:40][CH:39]=1)(=O)[CH3:36].CC#N.O.CC#N, predict the reaction product. The product is: [CH:31]([N:14]([CH2:13][C@@H:11]1[C@@H:10]([NH:34][CH:35]([C:38]2[CH:43]=[CH:42][CH:41]=[CH:40][CH:39]=2)[CH3:36])[CH2:9][NH:8][CH2:12]1)[C:15](=[O:30])[C:16]1[CH:21]=[CH:20][C:19]([O:22][CH3:23])=[C:18]([O:24][CH2:25][CH2:26][CH2:27][O:28][CH3:29])[CH:17]=1)([CH3:32])[CH3:33].